From a dataset of Blood-brain barrier permeability classification from the B3DB database. Regression/Classification. Given a drug SMILES string, predict its absorption, distribution, metabolism, or excretion properties. Task type varies by dataset: regression for continuous measurements (e.g., permeability, clearance, half-life) or binary classification for categorical outcomes (e.g., BBB penetration, CYP inhibition). Dataset: b3db_classification. (1) The drug is Cc1cc(C=Cc2ccc3cc(N(C)C)ccc3[n+]2C)c(C)n1-c1ccccc1. The result is 0 (does not penetrate BBB). (2) The drug is C/C(=C(/CCOP(=O)(O)O)SC(=O)c1ccccc1)N(C=O)Cc1cnc(C)nc1N. The result is 1 (penetrates BBB). (3) The molecule is C[C@@H]1CC2[C@@H]3C[C@H](F)C4=CC(=O)C(Cl)=C[C@]4(C)[C@@]3(F)[C@@H](O)C[C@]2(C)[C@@]1(O)C(=O)CO. The result is 1 (penetrates BBB). (4) The drug is Cc1cccc(N2CC(CO)OC2=O)c1. The result is 1 (penetrates BBB). (5) The drug is CC(CN1CCOCC1)C(C(=O)N1CCCC1)(c1ccccc1)c1ccccc1. The result is 1 (penetrates BBB).